This data is from Forward reaction prediction with 1.9M reactions from USPTO patents (1976-2016). The task is: Predict the product of the given reaction. (1) Given the reactants [CH:10]1[C:9]([S:8][S:8][C:9]2[CH:14]=[CH:13][C:12]([Cl:15])=[CH:11][CH:10]=2)=[CH:14][CH:13]=[C:12]([Cl:15])[CH:11]=1.[CH2:17](I)[CH3:18], predict the reaction product. The product is: [Cl:15][C:12]1[CH:11]=[CH:10][C:9]([S:8][CH2:17][CH3:18])=[CH:14][CH:13]=1. (2) Given the reactants [CH:1]1([C:5](Cl)=[O:6])[CH2:4][CH2:3][CH2:2]1.[NH2:8][CH:9]1[C:14](=[O:15])[N:13]2[CH:16]([CH2:24][C:25]3[CH:30]=[CH:29][C:28]([Cl:31])=[CH:27][CH:26]=3)[C:17](=[O:23])[N:18]([CH:20]([CH3:22])[CH3:21])[CH2:19][CH:12]2[N:11]([S:32]([C:35]2[CH:40]=[CH:39][C:38]([Cl:41])=[CH:37][C:36]=2[Cl:42])(=[O:34])=[O:33])[CH2:10]1, predict the reaction product. The product is: [Cl:31][C:28]1[CH:29]=[CH:30][C:25]([CH2:24][CH:16]2[N:13]3[C:14](=[O:15])[CH:9]([NH:8][C:5]([CH:1]4[CH2:4][CH2:3][CH2:2]4)=[O:6])[CH2:10][N:11]([S:32]([C:35]4[CH:40]=[CH:39][C:38]([Cl:41])=[CH:37][C:36]=4[Cl:42])(=[O:34])=[O:33])[CH:12]3[CH2:19][N:18]([CH:20]([CH3:22])[CH3:21])[C:17]2=[O:23])=[CH:26][CH:27]=1.